From a dataset of Reaction yield outcomes from USPTO patents with 853,638 reactions. Predict the reaction yield, written as a fraction of the theoretical maximum amount of product (1.0 means a 100% yield; for example, 0.34 means a 34% yield). (1) The reactants are [CH3:1][O:2][C:3](=[O:16])[CH:4]=[CH:5][C:6]1[CH:11]=[CH:10][CH:9]=[C:8]([S:12](Cl)(=[O:14])=[O:13])[CH:7]=1.[NH2:17][CH2:18][C:19]1[CH:20]=[N:21][CH:22]=[CH:23][CH:24]=1.C([O-])(O)=O.[Na+]. The catalyst is O1CCOCC1.O. The product is [CH3:1][O:2][C:3](=[O:16])[CH:4]=[CH:5][C:6]1[CH:11]=[CH:10][CH:9]=[C:8]([S:12](=[O:14])(=[O:13])[NH:17][CH2:18][C:19]2[CH:20]=[N:21][CH:22]=[CH:23][CH:24]=2)[CH:7]=1. The yield is 0.710. (2) The product is [CH3:1][C:2]([S:22]([CH3:25])(=[O:24])=[O:23])([CH2:6][CH2:7][N:8]1[CH:12]=[C:11]([B:13]2[O:17][C:16]([CH3:18])([CH3:19])[C:15]([CH3:20])([CH3:21])[O:14]2)[CH:10]=[N:9]1)[C:3]([NH:55][O:54][CH:49]1[CH2:50][CH2:51][CH2:52][CH2:53][O:48]1)=[O:4]. The catalyst is CS(C)=O.CCOC(C)=O.O. The yield is 0.520. The reactants are [CH3:1][C:2]([S:22]([CH3:25])(=[O:24])=[O:23])([CH2:6][CH2:7][N:8]1[CH:12]=[C:11]([B:13]2[O:17][C:16]([CH3:19])([CH3:18])[C:15]([CH3:21])([CH3:20])[O:14]2)[CH:10]=[N:9]1)[C:3](O)=[O:4].C1C=CC2N(O)N=NC=2C=1.CCN=C=NCCCN(C)C.Cl.[O:48]1[CH2:53][CH2:52][CH2:51][CH2:50][CH:49]1[O:54][NH2:55]. (3) The reactants are C([N:8]1[CH2:13][CH2:12][N:11]2[N:14]=[C:15]([C:17]3[CH:22]=[CH:21][C:20]([F:23])=[CH:19][CH:18]=3)[CH:16]=[C:10]2[CH2:9]1)C1C=CC=CC=1. The catalyst is CO.[Pd]. The product is [F:23][C:20]1[CH:19]=[CH:18][C:17]([C:15]2[CH:16]=[C:10]3[CH2:9][NH:8][CH2:13][CH2:12][N:11]3[N:14]=2)=[CH:22][CH:21]=1. The yield is 0.750. (4) The reactants are [Cl:1][C:2]1[S:3][C:4]([Cl:9])=[CH:5][C:6]=1[CH2:7]O.P(Br)(Br)[Br:11]. The catalyst is ClCCl. The product is [Br:11][CH2:7][C:6]1[CH:5]=[C:4]([Cl:9])[S:3][C:2]=1[Cl:1]. The yield is 0.340.